Task: Predict the reaction yield, written as a fraction of the theoretical maximum amount of product (1.0 means a 100% yield; for example, 0.34 means a 34% yield).. Dataset: Reaction yield outcomes from USPTO patents with 853,638 reactions (1) The reactants are Br[CH:2]1[CH2:11][CH2:10][CH2:9][C:8]2[N:7]=[CH:6][CH:5]=[N:4][C:3]1=2.[N-:12]=[N+:13]=[N-:14].[Na+].O. The catalyst is CN(C=O)C. The product is [N:12]([CH:2]1[CH2:11][CH2:10][CH2:9][C:8]2[N:7]=[CH:6][CH:5]=[N:4][C:3]1=2)=[N+:13]=[N-:14]. The yield is 0.970. (2) The reactants are Cl[C:2]1[C:7]2=[C:8]([CH:17]([CH3:19])[CH3:18])[C:9]([C:11]3[O:12][C:13]([CH3:16])=[CH:14][N:15]=3)=[CH:10][N:6]2[N:5]=[CH:4][N:3]=1.[NH2:20][C:21]1[CH:22]=[C:23]([CH:29]=[CH:30][C:31]=1[F:32])[C:24]([NH:26][O:27][CH3:28])=[O:25]. The catalyst is CN(C)C=O.C(OCC)(=O)C. The product is [F:32][C:31]1[CH:30]=[CH:29][C:23]([C:24]([NH:26][O:27][CH3:28])=[O:25])=[CH:22][C:21]=1[NH:20][C:2]1[C:7]2=[C:8]([CH:17]([CH3:19])[CH3:18])[C:9]([C:11]3[O:12][C:13]([CH3:16])=[CH:14][N:15]=3)=[CH:10][N:6]2[N:5]=[CH:4][N:3]=1. The yield is 0.480. (3) The reactants are [NH:1]1[C:9]2[C:4](=[CH:5][C:6]([C:10]#[N:11])=[CH:7][CH:8]=2)[CH:3]=[N:2]1.CO.[Br:14]Br.Cl. The yield is 0.470. The product is [Br:14][C:3]1[C:4]2[C:9](=[CH:8][CH:7]=[C:6]([C:10]#[N:11])[CH:5]=2)[NH:1][N:2]=1. The catalyst is [OH-].[Na+].